Predict which catalyst facilitates the given reaction. From a dataset of Catalyst prediction with 721,799 reactions and 888 catalyst types from USPTO. (1) Reactant: Br[C:2]1[C:7]([CH3:8])=[CH:6][C:5]([Br:9])=[CH:4][N:3]=1.[CH3:10][C@@H:11]1[CH2:16][NH:15][CH2:14][CH2:13][NH:12]1. Product: [Br:9][C:5]1[CH:6]=[C:7]([CH3:8])[C:2]([N:15]2[CH2:14][CH2:13][NH:12][C@H:11]([CH3:10])[CH2:16]2)=[N:3][CH:4]=1. The catalyst class is: 44. (2) Reactant: Br[C:2]1[C:11]2[C:6](=[CH:7][CH:8]=[CH:9][CH:10]=2)[C:5]([Br:12])=[CH:4][CH:3]=1.[Li]CCCC.[CH3:18][C:19]([CH3:21])=[O:20]. Product: [Br:12][C:5]1[C:6]2[C:11](=[CH:10][CH:9]=[CH:8][CH:7]=2)[C:2]([C:19]([OH:20])([CH3:21])[CH3:18])=[CH:3][CH:4]=1. The catalyst class is: 28. (3) Reactant: [C:1]1(=[O:7])[O:6][C:4](=[O:5])[CH2:3][CH2:2]1.[CH2:8]([OH:15])[C:9]1[CH:14]=[CH:13][CH:12]=[CH:11][CH:10]=1. Product: [CH2:8]([O:15][C:4](=[O:5])[CH2:3][CH2:2][C:1]([OH:6])=[O:7])[C:9]1[CH:14]=[CH:13][CH:12]=[CH:11][CH:10]=1. The catalyst class is: 154. (4) Reactant: [CH:1]1[C:14]2[CH:13]([C:15]([O:17][CH3:18])=[O:16])[C:12]3[C:7](=[CH:8][CH:9]=[CH:10][CH:11]=3)[O:6][C:5]=2[CH:4]=[CH:3][CH:2]=1.[CH3:19][C:20](C)([O-])C.[K+].BrCC. Product: [CH2:19]([C:13]1([C:15]([O:17][CH3:18])=[O:16])[C:14]2[CH:1]=[CH:2][CH:3]=[CH:4][C:5]=2[O:6][C:7]2[C:12]1=[CH:11][CH:10]=[CH:9][CH:8]=2)[CH3:20]. The catalyst class is: 7. (5) Reactant: [Cl:1][C:2]1[N:3]([C@@H:15]2[O:21][C@H:20]([CH2:22][OH:23])[C@@H:18]([OH:19])[C@H:16]2[OH:17])[C:4]2[C:9]([C:10]=1[CH:11]=O)=[CH:8][C:7]([Cl:13])=[C:6]([Cl:14])[CH:5]=2.[CH3:24][N:25]([NH2:27])[CH3:26].CO.C(Cl)(Cl)Cl. Product: [Cl:1][CH:2]1[C:10](=[C:11]=[N:27][N:25]([CH3:26])[CH3:24])[C:9]2[C:4](=[CH:5][C:6]([Cl:14])=[C:7]([Cl:13])[CH:8]=2)[N:3]1[C@@H:15]1[O:21][C@H:20]([CH2:22][OH:23])[C@@H:18]([OH:19])[C@H:16]1[OH:17]. The catalyst class is: 475. (6) Reactant: CCN(C(C)C)C(C)C.[OH:10][C:11]1[CH:12]=[CH:13][CH:14]=[C:15]2[C:20]=1[O:19][C:18](=[O:21])[C:17]([C:22]([OH:24])=O)=[CH:16]2.CN(C(ON1N=NC2C=CC=NC1=2)=[N+](C)C)C.F[P-](F)(F)(F)(F)F.[O:49]1[C:54]2[CH:55]=[CH:56][C:57]([C:59]3[CH:60]=[C:61]([NH2:65])[CH:62]=[CH:63][CH:64]=3)=[CH:58][C:53]=2[O:52][CH2:51][CH2:50]1. Product: [O:49]1[C:54]2[CH:55]=[CH:56][C:57]([C:59]3[CH:60]=[C:61]([NH:65][C:22]([C:17]4[C:18](=[O:21])[O:19][C:20]5[C:15]([CH:16]=4)=[CH:14][CH:13]=[CH:12][C:11]=5[OH:10])=[O:24])[CH:62]=[CH:63][CH:64]=3)=[CH:58][C:53]=2[O:52][CH2:51][CH2:50]1. The catalyst class is: 3.